The task is: Predict the reactants needed to synthesize the given product.. This data is from Full USPTO retrosynthesis dataset with 1.9M reactions from patents (1976-2016). (1) The reactants are: [Br:1][C:2]1[CH:3]=[C:4]([OH:9])[CH:5]=[C:6]([F:8])[CH:7]=1.[CH2:10](Br)[C:11]1[CH:16]=[CH:15][CH:14]=[CH:13][CH:12]=1. Given the product [CH2:10]([O:9][C:4]1[CH:5]=[C:6]([F:8])[CH:7]=[C:2]([Br:1])[CH:3]=1)[C:11]1[CH:16]=[CH:15][CH:14]=[CH:13][CH:12]=1, predict the reactants needed to synthesize it. (2) Given the product [O:1]([C:8]1[CH:9]=[C:10]([CH:13]=[CH:14][CH:15]=1)[CH2:11][O:12][C:20]1[CH:25]=[CH:24][CH:23]=[CH:22][C:21]=1/[CH:26]=[CH:27]/[C:28]([O:30][CH2:31][CH3:32])=[O:29])[C:2]1[CH:3]=[CH:4][CH:5]=[CH:6][CH:7]=1, predict the reactants needed to synthesize it. The reactants are: [O:1]([C:8]1[CH:9]=[C:10]([CH:13]=[CH:14][CH:15]=1)[CH2:11][OH:12])[C:2]1[CH:7]=[CH:6][CH:5]=[CH:4][CH:3]=1.[H-].[Na+].BrC[C:20]1[CH:25]=[CH:24][CH:23]=[CH:22][C:21]=1/[CH:26]=[CH:27]/[C:28]([O:30][CH2:31][CH3:32])=[O:29].